The task is: Predict the reaction yield, written as a fraction of the theoretical maximum amount of product (1.0 means a 100% yield; for example, 0.34 means a 34% yield).. This data is from Reaction yield outcomes from USPTO patents with 853,638 reactions. (1) The reactants are [NH2:1][C:2]1[NH:7][C:6](=O)[C:5]([O:9][C:10]2[CH:15]=[C:14]([CH3:16])[C:13]([O:17][CH3:18])=[CH:12][C:11]=2[CH:19]([CH3:21])[CH3:20])=[CH:4][N:3]=1.P(Cl)(Cl)([Cl:24])=O. No catalyst specified. The product is [Cl:24][C:6]1[C:5]([O:9][C:10]2[CH:15]=[C:14]([CH3:16])[C:13]([O:17][CH3:18])=[CH:12][C:11]=2[CH:19]([CH3:21])[CH3:20])=[CH:4][N:3]=[C:2]([NH2:1])[N:7]=1. The yield is 0.880. (2) The reactants are [C:1]([C:5]1[CH:6]=[C:7]([CH:10]=[C:11]([C:14]([CH3:17])([CH3:16])[CH3:15])[C:12]=1[OH:13])[CH:8]=[O:9])([CH3:4])([CH3:3])[CH3:2].C1(C)C=CC=CC=1.[CH2:25]([Mg]Cl)[CH2:26][C:27]1[CH:32]=[CH:31][CH:30]=[CH:29][CH:28]=1.O. The catalyst is C1COCC1. The product is [C:14]([C:11]1[CH:10]=[C:7]([CH:8]([OH:9])[CH2:25][CH2:26][C:27]2[CH:32]=[CH:31][CH:30]=[CH:29][CH:28]=2)[CH:6]=[C:5]([C:1]([CH3:4])([CH3:3])[CH3:2])[C:12]=1[OH:13])([CH3:17])([CH3:16])[CH3:15]. The yield is 0.698.